This data is from NCI-60 drug combinations with 297,098 pairs across 59 cell lines. The task is: Regression. Given two drug SMILES strings and cell line genomic features, predict the synergy score measuring deviation from expected non-interaction effect. Drug 1: CC1OCC2C(O1)C(C(C(O2)OC3C4COC(=O)C4C(C5=CC6=C(C=C35)OCO6)C7=CC(=C(C(=C7)OC)O)OC)O)O. Drug 2: C1CC(=O)NC(=O)C1N2C(=O)C3=CC=CC=C3C2=O. Cell line: U251. Synergy scores: CSS=47.8, Synergy_ZIP=2.87, Synergy_Bliss=2.19, Synergy_Loewe=-27.2, Synergy_HSA=-1.29.